From a dataset of Reaction yield outcomes from USPTO patents with 853,638 reactions. Predict the reaction yield, written as a fraction of the theoretical maximum amount of product (1.0 means a 100% yield; for example, 0.34 means a 34% yield). The reactants are [NH2:1][CH2:2][CH:3]([OH:5])[CH3:4].[CH3:6][C:7]([O:10][C:11](O[C:11]([O:10][C:7]([CH3:9])([CH3:8])[CH3:6])=[O:12])=[O:12])([CH3:9])[CH3:8]. The catalyst is C1COCC1.O.C1COCC1. The product is [OH:5][CH:3]([CH3:4])[CH2:2][NH:1][C:11](=[O:12])[O:10][C:7]([CH3:9])([CH3:8])[CH3:6]. The yield is 0.874.